This data is from NCI-60 drug combinations with 297,098 pairs across 59 cell lines. The task is: Regression. Given two drug SMILES strings and cell line genomic features, predict the synergy score measuring deviation from expected non-interaction effect. (1) Drug 1: C1=CC(=CC=C1CCC2=CNC3=C2C(=O)NC(=N3)N)C(=O)NC(CCC(=O)O)C(=O)O. Drug 2: C#CCC(CC1=CN=C2C(=N1)C(=NC(=N2)N)N)C3=CC=C(C=C3)C(=O)NC(CCC(=O)O)C(=O)O. Cell line: HS 578T. Synergy scores: CSS=5.33, Synergy_ZIP=-5.64, Synergy_Bliss=-5.24, Synergy_Loewe=-9.07, Synergy_HSA=-4.39. (2) Drug 1: CC1C(C(CC(O1)OC2CC(CC3=C2C(=C4C(=C3O)C(=O)C5=C(C4=O)C(=CC=C5)OC)O)(C(=O)C)O)N)O.Cl. Drug 2: C1C(C(OC1N2C=NC3=C2NC=NCC3O)CO)O. Cell line: OVCAR3. Synergy scores: CSS=13.8, Synergy_ZIP=-4.92, Synergy_Bliss=-1.96, Synergy_Loewe=-14.7, Synergy_HSA=-2.28.